Task: Predict the reaction yield, written as a fraction of the theoretical maximum amount of product (1.0 means a 100% yield; for example, 0.34 means a 34% yield).. Dataset: Reaction yield outcomes from USPTO patents with 853,638 reactions (1) The reactants are C(O)(C(F)(F)F)=O.[S:8]1[CH:12]=[CH:11][C:10]([C@H:13]2[C@H:22]3[CH2:23][CH2:24][N:25]([C:26]([O:28]C(C)(C)C)=O)[C@H:21]3[C:20]3[CH:19]=[CH:18][CH:17]=[CH:16][C:15]=3[NH:14]2)=[CH:9]1.[OH-].[Na+].[C:35]([NH:43][C@@H:44]1[CH2:48][CH2:47][CH2:46][C@@H:45]1C(O)=O)(=[O:42])[C:36]1[CH:41]=[CH:40][CH:39]=[CH:38][CH:37]=1.C(N(CC)CC)C.CCOC(OC(OCC)=O)=O. The catalyst is O. The product is [S:8]1[CH:12]=[CH:11][C:10]([C@H:13]2[C@H:22]3[CH2:23][CH2:24][N:25]([C:26]([C@H:45]4[CH2:46][CH2:47][CH2:48][C@H:44]4[NH:43][C:35](=[O:42])[C:36]4[CH:41]=[CH:40][CH:39]=[CH:38][CH:37]=4)=[O:28])[C@H:21]3[C:16]3[CH:17]=[CH:18][CH:19]=[CH:20][C:15]=3[NH:14]2)=[CH:9]1. The yield is 0.440. (2) The reactants are [Cl:1][C:2]1[CH:7]=[CH:6][C:5]([CH3:8])=[CH:4][C:3]=1[OH:9].CI.[C:12]([O-])([O-])=O.[K+].[K+]. The catalyst is CC#N. The product is [Cl:1][C:2]1[CH:7]=[CH:6][C:5]([CH3:8])=[CH:4][C:3]=1[O:9][CH3:12]. The yield is 0.890. (3) The reactants are CO[C:3](=[O:24])[C:4]1[CH:9]=[CH:8][C:7]([O:10][CH2:11][C:12]2[C:13]([C:18]3[CH:19]=[N:20][CH:21]=[CH:22][CH:23]=3)=[N:14][O:15][C:16]=2[CH3:17])=[N:6][CH:5]=1.COC(=O)C1C=CC(OCC2[C:37]([C:42]3[CH:47]=[CH:46]C=C(F)C=3)=[N:38]OC=2C)=NC=1. No catalyst specified. The product is [CH:42]1([CH2:37][NH:38][C:3](=[O:24])[C:4]2[CH:9]=[CH:8][C:7]([O:10][CH2:11][C:12]3[C:13]([C:18]4[CH:19]=[N:20][CH:21]=[CH:22][CH:23]=4)=[N:14][O:15][C:16]=3[CH3:17])=[N:6][CH:5]=2)[CH2:47][CH2:46]1. The yield is 0.670. (4) The reactants are [CH2:1]([Li])CCC.[CH:6]1([C:9]#[C:10][Si:11]([CH3:14])([CH3:13])[CH3:12])[CH2:8][CH2:7]1.S(OC)(OC)(=O)=O. The catalyst is C(OCC)C. The product is [CH3:12][Si:11]([CH3:14])([CH3:13])[C:10]#[C:9][C:6]1([CH3:1])[CH2:8][CH2:7]1. The yield is 0.860.